From a dataset of Full USPTO retrosynthesis dataset with 1.9M reactions from patents (1976-2016). Predict the reactants needed to synthesize the given product. Given the product [C:27]([C:26]1[CH:25]=[C:24]([CH:31]=[C:30]([O:32][C:33]([F:34])([F:36])[F:35])[CH:29]=1)[CH2:23][O:1][C:2]1[CH:10]=[CH:9][C:8]2[N:7]3[CH2:11][CH2:12][CH:13]([CH2:14][C:15]([O:17][C:18]([CH3:21])([CH3:20])[CH3:19])=[O:16])[C:6]3=[CH:5][C:4]=2[CH:3]=1)#[N:28], predict the reactants needed to synthesize it. The reactants are: [OH:1][C:2]1[CH:10]=[CH:9][C:8]2[N:7]3[CH2:11][CH2:12][CH:13]([CH2:14][C:15]([O:17][C:18]([CH3:21])([CH3:20])[CH3:19])=[O:16])[C:6]3=[CH:5][C:4]=2[CH:3]=1.O[CH2:23][C:24]1[CH:25]=[C:26]([CH:29]=[C:30]([O:32][C:33]([F:36])([F:35])[F:34])[CH:31]=1)[C:27]#[N:28].C1(P(C2C=CC=CC=2)C2C=CC=CC=2)C=CC=CC=1.N(C(OC(C)C)=O)=NC(OC(C)C)=O.